From a dataset of Peptide-MHC class I binding affinity with 185,985 pairs from IEDB/IMGT. Regression. Given a peptide amino acid sequence and an MHC pseudo amino acid sequence, predict their binding affinity value. This is MHC class I binding data. The peptide sequence is RYRRLIQIL. The MHC is HLA-A69:01 with pseudo-sequence HLA-A69:01. The binding affinity (normalized) is 0.0847.